From a dataset of Peptide-MHC class II binding affinity with 134,281 pairs from IEDB. Regression. Given a peptide amino acid sequence and an MHC pseudo amino acid sequence, predict their binding affinity value. This is MHC class II binding data. The peptide sequence is CDMLRLIDYNKAALS. The MHC is DRB1_0701 with pseudo-sequence DRB1_0701. The binding affinity (normalized) is 0.487.